This data is from Reaction yield outcomes from USPTO patents with 853,638 reactions. The task is: Predict the reaction yield, written as a fraction of the theoretical maximum amount of product (1.0 means a 100% yield; for example, 0.34 means a 34% yield). The reactants are [CH:1]([C@H:4]1[NH:9][CH2:8][CH2:7][N:6]2[C:10]3[CH:16]=[C:15]([S:17]([CH3:20])(=[O:19])=[O:18])[C:14]([CH2:21][OH:22])=[CH:13][C:11]=3[N:12]=[C:5]12)([CH3:3])[CH3:2].Cl[C:24]1[N:29]=[C:28]([C:30]([F:33])([F:32])[F:31])[C:27]([C:34]([O:36][CH2:37][CH3:38])=[O:35])=[CH:26][N:25]=1.CCN(C(C)C)C(C)C. The catalyst is C(Cl)Cl.CC(O)C. The product is [OH:22][CH2:21][C:14]1[C:15]([S:17]([CH3:20])(=[O:19])=[O:18])=[CH:16][C:10]2[N:6]3[CH2:7][CH2:8][N:9]([C:24]4[N:29]=[C:28]([C:30]([F:32])([F:33])[F:31])[C:27]([C:34]([O:36][CH2:37][CH3:38])=[O:35])=[CH:26][N:25]=4)[C@H:4]([CH:1]([CH3:3])[CH3:2])[C:5]3=[N:12][C:11]=2[CH:13]=1. The yield is 0.837.